From a dataset of Catalyst prediction with 721,799 reactions and 888 catalyst types from USPTO. Predict which catalyst facilitates the given reaction. (1) The catalyst class is: 7. Product: [F:17][C:18]1[CH:26]=[CH:25][C:24]2[C:20](=[CH:21][N:22]([CH3:27])[N:23]=2)[C:19]=1/[CH:28]=[CH:11]/[C:12]([O:14][CH2:15][CH3:16])=[O:13]. Reactant: [H-].[Na+].C(OP([CH2:11][C:12]([O:14][CH2:15][CH3:16])=[O:13])(OCC)=O)C.[F:17][C:18]1[CH:26]=[CH:25][C:24]2[C:20](=[CH:21][N:22]([CH3:27])[N:23]=2)[C:19]=1[CH:28]=O.O. (2) Reactant: [C:1]([O:5][C:6]([N:8]1[C@@H:12]([CH2:13][CH2:14][C:15]2[CH:20]=[CH:19][C:18]([NH2:21])=[CH:17][CH:16]=2)[CH2:11][O:10][C:9]1([CH3:23])[CH3:22])=[O:7])([CH3:4])([CH3:3])[CH3:2].CN1CCOCC1.CN(C(ON1N=NC2C=CC=CC1=2)=[N+](C)C)C.[B-](F)(F)(F)F.[Cl:53][C:54]1[CH:55]=[CH:56][C:57]([C:60](O)=[O:61])=[N:58][CH:59]=1. Product: [C:1]([O:5][C:6]([N:8]1[C@@H:12]([CH2:13][CH2:14][C:15]2[CH:16]=[CH:17][C:18]([NH:21][C:60]([C:57]3[CH:56]=[CH:55][C:54]([Cl:53])=[CH:59][N:58]=3)=[O:61])=[CH:19][CH:20]=2)[CH2:11][O:10][C:9]1([CH3:23])[CH3:22])=[O:7])([CH3:4])([CH3:2])[CH3:3]. The catalyst class is: 1. (3) Reactant: [C:1]([O:5][C:6](=[O:9])[CH2:7][NH2:8])([CH3:4])([CH3:3])[CH3:2].[C:10]([Si:14]([CH3:28])([CH3:27])[O:15][CH2:16][CH2:17][O:18][CH2:19][CH2:20][C:21]([CH3:26])([CH3:25])[CH2:22][CH:23]=O)([CH3:13])([CH3:12])[CH3:11]. Product: [C:1]([O:5][C:6](=[O:9])[CH2:7]/[N:8]=[CH:23]/[CH2:22][C:21]([CH3:25])([CH3:26])[CH2:20][CH2:19][O:18][CH2:17][CH2:16][O:15][Si:14]([C:10]([CH3:13])([CH3:12])[CH3:11])([CH3:27])[CH3:28])([CH3:4])([CH3:3])[CH3:2]. The catalyst class is: 2. (4) Reactant: [Br:1][C:2]1[C:3]([O:13][CH2:14][CH2:15][CH2:16][CH:17]=O)=[N:4][C:5]2[NH:6][C:7](=[O:12])[CH2:8][CH2:9][C:10]=2[CH:11]=1.Cl.[Cl:20][C:21]1[C:26]([Cl:27])=[CH:25][CH:24]=[CH:23][C:22]=1[N:28]1[CH2:33][CH2:32][NH:31][CH2:30][CH2:29]1.CCN(CC)CC.[BH-](OC(C)=O)(OC(C)=O)OC(C)=O.[Na+]. Product: [Br:1][C:2]1[CH:11]=[C:10]2[C:5](=[N:4][C:3]=1[O:13][CH2:14][CH2:15][CH2:16][CH2:17][N:31]1[CH2:30][CH2:29][N:28]([C:22]3[CH:23]=[CH:24][CH:25]=[C:26]([Cl:27])[C:21]=3[Cl:20])[CH2:33][CH2:32]1)[NH:6][C:7](=[O:12])[CH2:8][CH2:9]2. The catalyst class is: 26. (5) Reactant: Br[C:2]1[CH:7]=[CH:6][C:5]([N:8]([CH3:18])[S:9]([C:12]2[CH:17]=[CH:16][CH:15]=[CH:14][CH:13]=2)(=[O:11])=[O:10])=[CH:4][CH:3]=1.[Li]C(C)(C)C.[CH3:24][O:25][CH2:26][CH2:27][N:28]1[CH:32]=[CH:31][CH:30]=[C:29]1[CH:33]=[O:34]. Product: [OH:34][CH:33]([C:2]1[CH:7]=[CH:6][C:5]([N:8]([CH3:18])[S:9]([C:12]2[CH:17]=[CH:16][CH:15]=[CH:14][CH:13]=2)(=[O:11])=[O:10])=[CH:4][CH:3]=1)[C:29]1[N:28]([CH2:27][CH2:26][O:25][CH3:24])[CH:32]=[CH:31][CH:30]=1. The catalyst class is: 773. (6) Reactant: [CH3:1][O:2][C:3](=[O:17])[CH2:4][C:5]1[C:9]2[C:10]([CH:15]=[CH2:16])=[CH:11][C:12]([OH:14])=[CH:13][C:8]=2[S:7][CH:6]=1. Product: [CH3:1][O:2][C:3](=[O:17])[CH2:4][C:5]1[C:9]2[C:10]([CH2:15][CH3:16])=[CH:11][C:12]([OH:14])=[CH:13][C:8]=2[S:7][CH:6]=1. The catalyst class is: 350.